This data is from Catalyst prediction with 721,799 reactions and 888 catalyst types from USPTO. The task is: Predict which catalyst facilitates the given reaction. (1) Reactant: C[O:2][C:3]([C:5]1[C:10]([NH:11][C:12]([O:14][CH2:15][C:16]2[O:17][C:18]3[CH:24]=[CH:23][C:22]([C:25]4[CH:30]=[CH:29][CH:28]=[CH:27][CH:26]=4)=[CH:21][C:19]=3[CH:20]=2)=[O:13])=[CH:9][N:8]=[C:7]([C:31]2[CH:36]=[CH:35][CH:34]=[CH:33][CH:32]=2)[N:6]=1)=[O:4].O.[OH-].[Li+].Cl. Product: [C:31]1([C:7]2[N:6]=[C:5]([C:3]([OH:4])=[O:2])[C:10]([NH:11][C:12]([O:14][CH2:15][C:16]3[O:17][C:18]4[CH:24]=[CH:23][C:22]([C:25]5[CH:30]=[CH:29][CH:28]=[CH:27][CH:26]=5)=[CH:21][C:19]=4[CH:20]=3)=[O:13])=[CH:9][N:8]=2)[CH:36]=[CH:35][CH:34]=[CH:33][CH:32]=1. The catalyst class is: 20. (2) Reactant: Cl[C:2]([C:4]1[CH:13]=[CH:12][C:7]([C:8]([O:10][CH3:11])=[O:9])=[CH:6][CH:5]=1)=[O:3].[C:14]([C:18]1[CH:23]=[CH:22][C:21]([C:24]2NN=[N:26][N:25]=2)=[CH:20][CH:19]=1)([CH3:17])([CH3:16])[CH3:15].N1C=CC=CC=1. Product: [C:14]([C:18]1[CH:23]=[CH:22][C:21]([C:24]2[O:3][C:2]([C:4]3[CH:13]=[CH:12][C:7]([C:8]([O:10][CH3:11])=[O:9])=[CH:6][CH:5]=3)=[N:26][N:25]=2)=[CH:20][CH:19]=1)([CH3:17])([CH3:15])[CH3:16]. The catalyst class is: 6.